Dataset: Peptide-MHC class I binding affinity with 185,985 pairs from IEDB/IMGT. Task: Regression. Given a peptide amino acid sequence and an MHC pseudo amino acid sequence, predict their binding affinity value. This is MHC class I binding data. (1) The peptide sequence is GRSKFSPDV. The MHC is H-2-Db with pseudo-sequence H-2-Db. The binding affinity (normalized) is 0. (2) The peptide sequence is IRSCWRYRK. The MHC is HLA-A02:01 with pseudo-sequence HLA-A02:01. The binding affinity (normalized) is 0.0847. (3) The peptide sequence is METQTSTWFGF. The MHC is Mamu-A11 with pseudo-sequence Mamu-A11. The binding affinity (normalized) is 0.182.